This data is from Reaction yield outcomes from USPTO patents with 853,638 reactions. The task is: Predict the reaction yield, written as a fraction of the theoretical maximum amount of product (1.0 means a 100% yield; for example, 0.34 means a 34% yield). (1) The reactants are [Br:1][C:2]1[CH:3]=[C:4]2[C:9](=[C:10]([O:12][CH3:13])[N:11]=1)[NH:8][C@@H:7]([CH:14]1[CH2:16][CH2:15]1)[C@H:6]([CH3:17])[C@H:5]2[NH:18][C:19](=[O:28])[O:20][CH2:21][C:22]1[CH:27]=[CH:26][CH:25]=[CH:24][CH:23]=1.[C:29](OC(=O)C)(=[O:31])[CH3:30].[OH-].[Na+]. The catalyst is CCOC(C)=O. The product is [C:29]([N:8]1[C:9]2[C:4](=[CH:3][C:2]([Br:1])=[N:11][C:10]=2[O:12][CH3:13])[C@H:5]([NH:18][C:19](=[O:28])[O:20][CH2:21][C:22]2[CH:23]=[CH:24][CH:25]=[CH:26][CH:27]=2)[C@@H:6]([CH3:17])[C@@H:7]1[CH:14]1[CH2:16][CH2:15]1)(=[O:31])[CH3:30]. The yield is 0.640. (2) The reactants are [CH2:1]([C:8]1([O:18][CH3:19])[CH2:17][CH2:16][C:11]2(OCC[O:12]2)[CH2:10][CH2:9]1)[C:2]1[CH:7]=[CH:6][CH:5]=[CH:4][CH:3]=1.O.O.C1(C)C=CC(S(O)(=O)=O)=CC=1. The catalyst is CC(C)=O. The product is [CH2:1]([C:8]1([O:18][CH3:19])[CH2:9][CH2:10][C:11](=[O:12])[CH2:16][CH2:17]1)[C:2]1[CH:7]=[CH:6][CH:5]=[CH:4][CH:3]=1. The yield is 0.950. (3) The reactants are [CH3:1][N:2]([CH3:19])[CH2:3][CH2:4][CH2:5][C:6]1[CH:10]=[C:9]([C:11]2[CH:16]=[CH:15][CH:14]=[CH:13][CH:12]=2)[NH:8][C:7]=1[CH:17]=[O:18].[CH3:20][I:21]. No catalyst specified. The product is [I-:21].[CH3:19][N+:2]([CH3:20])([CH3:1])[CH2:3][CH2:4][CH2:5][C:6]1[CH:10]=[C:9]([C:11]2[CH:12]=[CH:13][CH:14]=[CH:15][CH:16]=2)[NH:8][C:7]=1[CH:17]=[O:18]. The yield is 1.00. (4) The reactants are [C:1]([N:4]1[CH2:9][CH2:8][C:7]2[N:10]([CH2:23][CH:24](O)[CH2:25][N:26]3[CH2:31][CH2:30][N:29]([C:32]4[CH:39]=[CH:38][CH:37]=[CH:36][C:33]=4[C:34]#[N:35])[CH2:28][CH2:27]3)[N:11]=[C:12]([C:13]3[CH:18]=[CH:17][C:16]([C:19]([F:22])([F:21])[F:20])=[CH:15][CH:14]=3)[C:6]=2[CH2:5]1)(=[O:3])[CH3:2].CCN(S(F)(F)[F:47])CC.CO.C(Cl)Cl. The catalyst is C(Cl)Cl. The product is [C:1]([N:4]1[CH2:9][CH2:8][C:7]2[N:10]([CH2:23][CH:24]([F:47])[CH2:25][N:26]3[CH2:31][CH2:30][N:29]([C:32]4[CH:39]=[CH:38][CH:37]=[CH:36][C:33]=4[C:34]#[N:35])[CH2:28][CH2:27]3)[N:11]=[C:12]([C:13]3[CH:18]=[CH:17][C:16]([C:19]([F:22])([F:21])[F:20])=[CH:15][CH:14]=3)[C:6]=2[CH2:5]1)(=[O:3])[CH3:2]. The yield is 0.500. (5) The reactants are [Cl:1][C:2]1[CH:3]=[C:4]([S:8][CH2:9][C:10](O)=O)[CH:5]=[CH:6][CH:7]=1.ClC1C=C(S)C=CC=1.BrCC[CH2:24][C:25]([O:27]CC)=[O:26].[OH-].[K+]. The catalyst is C(O)C. The product is [Cl:1][C:2]1[CH:3]=[C:4]([S:8][CH2:9][CH2:10][CH2:24][C:25]([OH:27])=[O:26])[CH:5]=[CH:6][CH:7]=1. The yield is 0.750. (6) The reactants are S1[C:5]([CH:6]=O)=[CH:4][N:3]=[CH:2]1.[NH:8]1[CH:12]=[CH:11][CH:10]=[CH:9]1.[C:13](O)(C(F)(F)F)=O. The catalyst is C(Cl)Cl. The product is [CH:6]1[CH:5]=[C:4]([CH2:13][C:12]2[NH:8][CH:9]=[CH:10][CH:11]=2)[NH:3][CH:2]=1. The yield is 0.520. (7) The reactants are [Mg].II.Br[CH2:5][CH2:6][CH2:7][CH2:8][CH2:9][CH2:10][CH2:11][CH2:12][CH2:13][CH3:14].[CH2:15]1[CH2:19][O:18][CH2:17][CH2:16]1. The catalyst is II. The product is [CH3:14][CH2:13][CH2:12][CH2:11][CH2:10][CH2:9][CH2:8][CH2:7][CH2:6][CH2:5][CH:17]([OH:18])[CH2:16][CH2:15][CH2:19][CH2:5][CH2:6][CH2:7][CH2:8][CH2:9][CH2:10][CH3:11]. The yield is 0.460. (8) The reactants are Br[CH2:2][CH:3]1[CH2:5][CH2:4]1.C(=O)([O-])[O-].[Cs+].[Cs+].[OH:12][C:13]1[CH:18]=[CH:17][C:16]([C:19]2[C:24](=[O:25])[N:23]([CH2:26][C:27]3[CH:32]=[CH:31][C:30]([C:33]4[C:34]([C:39]#[N:40])=[CH:35][CH:36]=[CH:37][CH:38]=4)=[CH:29][CH:28]=3)[C:22]([CH2:41][CH2:42][CH3:43])=[N:21][C:20]=2[CH3:44])=[CH:15][CH:14]=1. The catalyst is CN(C)C=O.C(OCC)(=O)C. The product is [CH:5]1([CH2:4][O:12][C:13]2[CH:14]=[CH:15][C:16]([C:19]3[C:24](=[O:25])[N:23]([CH2:26][C:27]4[CH:32]=[CH:31][C:30]([C:33]5[C:34]([C:39]#[N:40])=[CH:35][CH:36]=[CH:37][CH:38]=5)=[CH:29][CH:28]=4)[C:22]([CH2:41][CH2:42][CH3:43])=[N:21][C:20]=3[CH3:44])=[CH:17][CH:18]=2)[CH2:3][CH2:2]1. The yield is 1.00.